Dataset: Peptide-MHC class I binding affinity with 185,985 pairs from IEDB/IMGT. Task: Regression. Given a peptide amino acid sequence and an MHC pseudo amino acid sequence, predict their binding affinity value. This is MHC class I binding data. (1) The MHC is HLA-A31:01 with pseudo-sequence HLA-A31:01. The peptide sequence is TIHDRIPHR. The binding affinity (normalized) is 0.719. (2) The peptide sequence is FSSPPSYFQQ. The MHC is Mamu-A2201 with pseudo-sequence Mamu-A2201. The binding affinity (normalized) is 0. (3) The peptide sequence is SLRLSCAA. The MHC is Mamu-B01 with pseudo-sequence Mamu-B01. The binding affinity (normalized) is 0.0783. (4) The peptide sequence is VYSFDESSF. The MHC is HLA-B07:02 with pseudo-sequence HLA-B07:02. The binding affinity (normalized) is 0.0847. (5) The peptide sequence is LMCHATFTM. The MHC is H-2-Db with pseudo-sequence H-2-Db. The binding affinity (normalized) is 0.252. (6) The MHC is HLA-A02:03 with pseudo-sequence HLA-A02:03. The binding affinity (normalized) is 0.0847. The peptide sequence is WPEIVGAIV.